Dataset: NCI-60 drug combinations with 297,098 pairs across 59 cell lines. Task: Regression. Given two drug SMILES strings and cell line genomic features, predict the synergy score measuring deviation from expected non-interaction effect. (1) Drug 1: CC1=C(C=C(C=C1)C(=O)NC2=CC(=CC(=C2)C(F)(F)F)N3C=C(N=C3)C)NC4=NC=CC(=N4)C5=CN=CC=C5. Drug 2: CN(C(=O)NC(C=O)C(C(C(CO)O)O)O)N=O. Cell line: HL-60(TB). Synergy scores: CSS=1.09, Synergy_ZIP=1.42, Synergy_Bliss=5.69, Synergy_Loewe=3.95, Synergy_HSA=3.20. (2) Cell line: SK-OV-3. Drug 2: CC(C1=C(C=CC(=C1Cl)F)Cl)OC2=C(N=CC(=C2)C3=CN(N=C3)C4CCNCC4)N. Synergy scores: CSS=41.5, Synergy_ZIP=-0.946, Synergy_Bliss=-1.23, Synergy_Loewe=-18.7, Synergy_HSA=-0.541. Drug 1: CCC1=CC2CC(C3=C(CN(C2)C1)C4=CC=CC=C4N3)(C5=C(C=C6C(=C5)C78CCN9C7C(C=CC9)(C(C(C8N6C)(C(=O)OC)O)OC(=O)C)CC)OC)C(=O)OC.C(C(C(=O)O)O)(C(=O)O)O. (3) Drug 1: C1CC(=O)NC(=O)C1N2CC3=C(C2=O)C=CC=C3N. Drug 2: COCCOC1=C(C=C2C(=C1)C(=NC=N2)NC3=CC=CC(=C3)C#C)OCCOC.Cl. Cell line: KM12. Synergy scores: CSS=8.99, Synergy_ZIP=-2.29, Synergy_Bliss=2.16, Synergy_Loewe=1.18, Synergy_HSA=1.34. (4) Drug 1: CN(CCCl)CCCl.Cl. Drug 2: CN(C(=O)NC(C=O)C(C(C(CO)O)O)O)N=O. Cell line: SF-295. Synergy scores: CSS=10.1, Synergy_ZIP=-4.49, Synergy_Bliss=-3.33, Synergy_Loewe=-12.4, Synergy_HSA=-2.62.